Task: Predict the product of the given reaction.. Dataset: Forward reaction prediction with 1.9M reactions from USPTO patents (1976-2016) (1) Given the reactants [C:1]1([C@H:7]([NH:9][C:10]([N:12]2[C:15](=[O:16])[C@@H:14]([S:17][C:18]3[CH:23]=[CH:22][CH:21]=[C:20]([N+:24]([O-])=O)[CH:19]=3)[C@H:13]2[C:27]([O:29][CH2:30][CH3:31])=[O:28])=[O:11])[CH3:8])[CH:6]=[CH:5][CH:4]=[CH:3][CH:2]=1.O.[Sn](Cl)(Cl)(Cl)Cl, predict the reaction product. The product is: [C:1]1([C@H:7]([NH:9][C:10]([N:12]2[C:15](=[O:16])[C@@H:14]([S:17][C:18]3[CH:23]=[CH:22][CH:21]=[C:20]([NH2:24])[CH:19]=3)[C@H:13]2[C:27]([O:29][CH2:30][CH3:31])=[O:28])=[O:11])[CH3:8])[CH:2]=[CH:3][CH:4]=[CH:5][CH:6]=1. (2) Given the reactants [Br:1][C:2]1[CH:7]=[CH:6][CH:5]=[CH:4][C:3]=1[O:8][CH3:9].[Cl:10][S:11](O)(=[O:13])=[O:12], predict the reaction product. The product is: [Br:1][C:2]1[CH:7]=[C:6]([S:11]([Cl:10])(=[O:13])=[O:12])[CH:5]=[CH:4][C:3]=1[O:8][CH3:9].